Dataset: Forward reaction prediction with 1.9M reactions from USPTO patents (1976-2016). Task: Predict the product of the given reaction. (1) Given the reactants [CH3:1][O:2][C:3]1[CH:4]=[C:5]2[C:9](=[CH:10][C:11]=1[N+:12]([O-:14])=[O:13])[NH:8][CH2:7][CH2:6]2.C(N(C(C)C)CC)(C)C.[CH3:24][O:25][CH2:26][C:27](Cl)=[O:28], predict the reaction product. The product is: [CH3:1][O:2][C:3]1[CH:4]=[C:5]2[C:9](=[CH:10][C:11]=1[N+:12]([O-:14])=[O:13])[N:8]([C:27](=[O:28])[CH2:26][O:25][CH3:24])[CH2:7][CH2:6]2. (2) Given the reactants [CH2:1]([N:5]1[C:13]2[C:8](=[CH:9][C:10]([N+:14]([O-])=O)=[CH:11][CH:12]=2)[CH2:7][C:6]1=[O:17])[CH:2]([CH3:4])[CH3:3].[Cl-].[NH4+], predict the reaction product. The product is: [NH2:14][C:10]1[CH:9]=[C:8]2[C:13](=[CH:12][CH:11]=1)[N:5]([CH2:1][CH:2]([CH3:3])[CH3:4])[C:6](=[O:17])[CH2:7]2. (3) The product is: [CH3:28][O:27][C:24]1[CH:25]=[CH:26][C:21]([CH2:20][C:19]([NH:18][C:15]2[CH:16]=[CH:17][C:12]([C:11]([N:10]([CH2:35][C:36]([OH:38])=[O:37])[CH2:9][C:8]3[CH:7]=[CH:6][C:5]([C:3]4[N:4]=[C:54]([C:55]5[CH:63]=[CH:62][C:58]([CH3:59])=[CH:57][CH:56]=5)[O:1][N:2]=4)=[CH:44][CH:43]=3)=[O:34])=[CH:13][CH:14]=2)=[O:33])=[C:22]([C:29]([F:32])([F:30])[F:31])[CH:23]=1. Given the reactants [OH:1][NH:2][C:3]([C:5]1[CH:44]=[CH:43][C:8]([CH2:9][N:10]([CH2:35][C:36]([O:38]C(C)(C)C)=[O:37])[C:11](=[O:34])[C:12]2[CH:17]=[CH:16][C:15]([NH:18][C:19](=[O:33])[CH2:20][C:21]3[CH:26]=[CH:25][C:24]([O:27][CH3:28])=[CH:23][C:22]=3[C:29]([F:32])([F:31])[F:30])=[CH:14][CH:13]=2)=[CH:7][CH:6]=1)=[NH:4].CCN(C(C)C)C(C)C.[CH3:54][C:55]1[CH:63]=[CH:62][C:58]([C:59](Cl)=O)=[CH:57][CH:56]=1.C([O-])(O)=O.[Na+], predict the reaction product. (4) Given the reactants Cl.[F:2][C:3]1([F:10])[CH2:8][CH2:7][CH:6]([NH2:9])[CH2:5][CH2:4]1.Cl[C:12]([O:14][C:15]1[CH:20]=[CH:19][C:18]([N+:21]([O-:23])=[O:22])=[CH:17][CH:16]=1)=[O:13].CCN(C(C)C)C(C)C.CO, predict the reaction product. The product is: [F:2][C:3]1([F:10])[CH2:8][CH2:7][CH:6]([NH:9][C:12](=[O:13])[O:14][C:15]2[CH:16]=[CH:17][C:18]([N+:21]([O-:23])=[O:22])=[CH:19][CH:20]=2)[CH2:5][CH2:4]1. (5) Given the reactants CON(C)[C:4]([C:6]1[CH:7]=[C:8]2[C:13](=[CH:14][CH:15]=1)[N:12]=[CH:11][N:10]=[C:9]2[NH:16][CH:17]1[CH2:22][CH2:21][N:20]([C:23]2[CH:28]=[CH:27][CH:26]=[CH:25][CH:24]=2)[CH2:19][CH2:18]1)=[O:5].Br[Mg][C:32]1[CH:37]=[CH:36][C:35]([Cl:38])=[CH:34][CH:33]=1, predict the reaction product. The product is: [Cl:38][C:35]1[CH:36]=[CH:37][C:32]([C:4]([C:6]2[CH:7]=[C:8]3[C:13](=[CH:14][CH:15]=2)[N:12]=[CH:11][N:10]=[C:9]3[NH:16][CH:17]2[CH2:18][CH2:19][N:20]([C:23]3[CH:28]=[CH:27][CH:26]=[CH:25][CH:24]=3)[CH2:21][CH2:22]2)=[O:5])=[CH:33][CH:34]=1.